From a dataset of Full USPTO retrosynthesis dataset with 1.9M reactions from patents (1976-2016). Predict the reactants needed to synthesize the given product. (1) The reactants are: [Br:1][C:2]1[CH:3]=[C:4]2[C:9](=[CH:10][CH:11]=1)[N:8]=[C:7]([CH2:12][CH:13]([CH3:15])[CH3:14])[C:6]([CH2:16][NH2:17])=[C:5]2[C:18]1[CH:23]=[CH:22][CH:21]=[CH:20][CH:19]=1.[C:24](O[C:24]([O:26][C:27]([CH3:30])([CH3:29])[CH3:28])=[O:25])([O:26][C:27]([CH3:30])([CH3:29])[CH3:28])=[O:25]. Given the product [Br:1][C:2]1[CH:3]=[C:4]2[C:9](=[CH:10][CH:11]=1)[N:8]=[C:7]([CH2:12][CH:13]([CH3:15])[CH3:14])[C:6]([CH2:16][NH:17][C:24](=[O:25])[O:26][C:27]([CH3:30])([CH3:29])[CH3:28])=[C:5]2[C:18]1[CH:23]=[CH:22][CH:21]=[CH:20][CH:19]=1, predict the reactants needed to synthesize it. (2) The reactants are: [Cl:1][C:2]1[CH:27]=[CH:26][C:5]([CH2:6][N:7]2[C:15]3[C:10](=[CH:11][C:12]([CH:16]=[C:17]4[S:21][C:20](SCC)=[N:19][C:18]4=[O:25])=[CH:13][CH:14]=3)[CH:9]=[N:8]2)=[C:4]([C:28]([F:31])([F:30])[F:29])[CH:3]=1.[CH3:32][O:33][CH2:34][C@H:35]1[O:40][CH2:39][CH2:38][NH:37][CH2:36]1. Given the product [Cl:1][C:2]1[CH:27]=[CH:26][C:5]([CH2:6][N:7]2[C:15]3[C:10](=[CH:11][C:12]([CH:16]=[C:17]4[S:21][C:20]([N:37]5[CH2:38][CH2:39][O:40][C@H:35]([CH2:34][O:33][CH3:32])[CH2:36]5)=[N:19][C:18]4=[O:25])=[CH:13][CH:14]=3)[CH:9]=[N:8]2)=[C:4]([C:28]([F:29])([F:30])[F:31])[CH:3]=1, predict the reactants needed to synthesize it. (3) Given the product [CH3:1][O:2][C:3]([C:4]1[CH2:5][CH:6]([C:7]2[CH:12]=[CH:11][CH:10]=[CH:9][C:8]=2[Cl:13])[N:24]([C:20]2[CH:21]=[CH:22][CH:23]=[C:18]([Br:17])[CH:19]=2)[N:25]=1)=[O:15], predict the reactants needed to synthesize it. The reactants are: [CH3:1][O:2][C:3](=[O:15])[C:4](=O)[CH:5]=[CH:6][C:7]1[CH:12]=[CH:11][CH:10]=[CH:9][C:8]=1[Cl:13].Cl.[Br:17][C:18]1[CH:19]=[C:20]([NH:24][NH2:25])[CH:21]=[CH:22][CH:23]=1. (4) Given the product [C:1]([O:5][C:6]([N:8]1[CH2:13][CH2:12][CH:11]([N:14]([C:15]2[CH:20]=[CH:19][C:18]([CH3:21])=[CH:17][CH:16]=2)[CH2:23][C:24]2[CH:25]=[C:26]([C:30]3[CH:35]=[C:34]([O:36][CH3:37])[C:33]([O:38][CH3:39])=[C:32]([O:40][CH3:41])[CH:31]=3)[CH:27]=[N:28][CH:29]=2)[CH2:10][CH2:9]1)=[O:7])([CH3:4])([CH3:3])[CH3:2], predict the reactants needed to synthesize it. The reactants are: [C:1]([O:5][C:6]([N:8]1[CH2:13][CH2:12][CH:11]([NH:14][C:15]2[CH:20]=[CH:19][C:18]([CH3:21])=[CH:17][CH:16]=2)[CH2:10][CH2:9]1)=[O:7])([CH3:4])([CH3:3])[CH3:2].Cl[CH2:23][C:24]1[CH:25]=[C:26]([C:30]2[CH:35]=[C:34]([O:36][CH3:37])[C:33]([O:38][CH3:39])=[C:32]([O:40][CH3:41])[CH:31]=2)[CH:27]=[N:28][CH:29]=1. (5) Given the product [CH3:1][S:2]([CH2:5][C@H:6]([NH:8][C:9]([C:11]1[C:19]2[C:14](=[N:15][CH:16]=[C:17]([C:20]3[C:28]4[C:23](=[CH:24][C:25]([Cl:29])=[CH:26][CH:27]=4)[N:22]([CH3:30])[N:21]=3)[N:18]=2)[NH:13][CH:12]=1)=[O:10])[CH3:7])(=[O:3])=[O:4], predict the reactants needed to synthesize it. The reactants are: [CH3:1][S:2]([CH2:5][C@H:6]([NH:8][C:9]([C:11]1[C:19]2[C:14](=[N:15][CH:16]=[C:17]([C:20]3[C:28]4[C:23](=[CH:24][C:25]([Cl:29])=[CH:26][CH:27]=4)[N:22]([CH3:30])[N:21]=3)[N:18]=2)[N:13](COCC[Si](C)(C)C)[CH:12]=1)=[O:10])[CH3:7])(=[O:4])=[O:3].FC(F)(F)C(O)=O.C([O-])(=O)C.[Na+].O. (6) Given the product [CH3:41][O:42][C:43](=[O:51])[C:44]1[CH:49]=[CH:48][CH:47]=[C:46]([N:27]2[C:17]3[N:18]=[C:19]([N:21]4[CH2:26][CH2:25][O:24][CH2:23][CH2:22]4)[N:20]=[C:15]([C:12]4[CH:11]=[N:10][C:9]([N:8]([CH2:7][C:6]5[CH:5]=[CH:4][C:3]([O:2][CH3:1])=[CH:40][CH:39]=5)[CH2:30][C:31]5[CH:32]=[CH:33][C:34]([O:37][CH3:38])=[CH:35][CH:36]=5)=[N:14][CH:13]=4)[C:16]=3[CH2:29][CH2:28]2)[CH:45]=1, predict the reactants needed to synthesize it. The reactants are: [CH3:1][O:2][C:3]1[CH:40]=[CH:39][C:6]([CH2:7][N:8]([CH2:30][C:31]2[CH:36]=[CH:35][C:34]([O:37][CH3:38])=[CH:33][CH:32]=2)[C:9]2[N:14]=[CH:13][C:12]([C:15]3[C:16]4[CH2:29][CH2:28][NH:27][C:17]=4[N:18]=[C:19]([N:21]4[CH2:26][CH2:25][O:24][CH2:23][CH2:22]4)[N:20]=3)=[CH:11][N:10]=2)=[CH:5][CH:4]=1.[CH3:41][O:42][C:43](=[O:51])[C:44]1[CH:49]=[CH:48][CH:47]=[C:46](Br)[CH:45]=1. (7) Given the product [O:18]1[C:10]2[CH:9]=[CH:8][C:13]([CH:14]=[C:7]3[S:1][C:2](=[S:3])[NH:4][C:5]3=[O:6])=[CH:12][C:11]=2[O:16][CH2:17]1, predict the reactants needed to synthesize it. The reactants are: [S:1]1[CH2:7][C:5](=[O:6])[NH:4][C:2]1=[S:3].[CH:8]1[C:13]([CH:14]=O)=[CH:12][C:11]2[O:16][CH2:17][O:18][C:10]=2[CH:9]=1. (8) The reactants are: [CH2:1]([C:3]1[CH:8]=[CH:7][C:6]([CH:9]2[CH2:14][N:13]([C:15]([N:17]3[CH2:22][CH2:21][O:20][CH2:19][CH2:18]3)=[O:16])[CH2:12][CH:11]([C:23]([OH:25])=O)[CH2:10]2)=[CH:5][CH:4]=1)[CH3:2].O[NH:27][C:28]([C:30]1[CH:35]=[N:34][CH:33]=[CH:32][N:31]=1)=[NH:29]. Given the product [CH2:1]([C:3]1[CH:8]=[CH:7][C:6]([CH:9]2[CH2:10][CH:11]([C:23]3[O:25][N:29]=[C:28]([C:30]4[CH:35]=[N:34][CH:33]=[CH:32][N:31]=4)[N:27]=3)[CH2:12][N:13]([C:15]([N:17]3[CH2:18][CH2:19][O:20][CH2:21][CH2:22]3)=[O:16])[CH2:14]2)=[CH:5][CH:4]=1)[CH3:2], predict the reactants needed to synthesize it.